This data is from HIV replication inhibition screening data with 41,000+ compounds from the AIDS Antiviral Screen. The task is: Binary Classification. Given a drug SMILES string, predict its activity (active/inactive) in a high-throughput screening assay against a specified biological target. The molecule is CN(C)CC1CCCCC1=NOC(=O)c1ccc(Cl)c(Cl)c1.Cl. The result is 0 (inactive).